From a dataset of Peptide-MHC class I binding affinity with 185,985 pairs from IEDB/IMGT. Regression. Given a peptide amino acid sequence and an MHC pseudo amino acid sequence, predict their binding affinity value. This is MHC class I binding data. The peptide sequence is FHGIFYSIF. The MHC is HLA-B08:03 with pseudo-sequence HLA-B08:03. The binding affinity (normalized) is 0.0847.